From a dataset of Forward reaction prediction with 1.9M reactions from USPTO patents (1976-2016). Predict the product of the given reaction. (1) Given the reactants [OH:1][C:2]1[CH:9]=[CH:8][C:5]([CH:6]=O)=[CH:4][CH:3]=1.[CH3:10][S:11]([N:14]1[CH2:19][CH2:18][NH:17][CH2:16][CH2:15]1)(=[O:13])=[O:12].CC(O)=O.C(O[BH-](OC(=O)C)OC(=O)C)(=O)C.[Na+], predict the reaction product. The product is: [CH3:10][S:11]([N:14]1[CH2:19][CH2:18][N:17]([CH2:6][C:5]2[CH:8]=[CH:9][C:2]([OH:1])=[CH:3][CH:4]=2)[CH2:16][CH2:15]1)(=[O:13])=[O:12]. (2) Given the reactants [F:1][C:2]1[CH:7]=[CH:6][C:5]([C:8]2[CH:12]=[C:11]([C:13]3[S:14][CH:15]=[CH:16][CH:17]=3)[NH:10][C:9]=2[C:18]([OH:20])=O)=[CH:4][CH:3]=1.Cl.[NH2:22][CH2:23][C:24]1[N:25]=[CH:26][C:27]([C:30]([O:32][CH3:33])=[O:31])=[N:28][CH:29]=1, predict the reaction product. The product is: [F:1][C:2]1[CH:3]=[CH:4][C:5]([C:8]2[CH:12]=[C:11]([C:13]3[S:14][CH:15]=[CH:16][CH:17]=3)[NH:10][C:9]=2[C:18]([NH:22][CH2:23][C:24]2[N:25]=[CH:26][C:27]([C:30]([O:32][CH3:33])=[O:31])=[N:28][CH:29]=2)=[O:20])=[CH:6][CH:7]=1. (3) Given the reactants [C:1](Cl)(=O)C.[O:5]=[C:6]1[CH2:11][CH2:10][C:9]([C:15]2[CH:20]=[CH:19][CH:18]=[CH:17][CH:16]=2)([C:12]([OH:14])=[O:13])[CH2:8][CH2:7]1.C(=O)([O-])O.[Na+], predict the reaction product. The product is: [O:5]=[C:6]1[CH2:11][CH2:10][C:9]([C:15]2[CH:16]=[CH:17][CH:18]=[CH:19][CH:20]=2)([C:12]([O:14][CH3:1])=[O:13])[CH2:8][CH2:7]1.